From a dataset of NCI-60 drug combinations with 297,098 pairs across 59 cell lines. Regression. Given two drug SMILES strings and cell line genomic features, predict the synergy score measuring deviation from expected non-interaction effect. (1) Drug 1: CC1=C2C(C(=O)C3(C(CC4C(C3C(C(C2(C)C)(CC1OC(=O)C(C(C5=CC=CC=C5)NC(=O)OC(C)(C)C)O)O)OC(=O)C6=CC=CC=C6)(CO4)OC(=O)C)OC)C)OC. Drug 2: CC1=C(C(=CC=C1)Cl)NC(=O)C2=CN=C(S2)NC3=CC(=NC(=N3)C)N4CCN(CC4)CCO. Cell line: NCI/ADR-RES. Synergy scores: CSS=8.75, Synergy_ZIP=-0.561, Synergy_Bliss=2.82, Synergy_Loewe=0.530, Synergy_HSA=2.09. (2) Drug 1: CN(C)N=NC1=C(NC=N1)C(=O)N. Drug 2: CC1=C(C=C(C=C1)C(=O)NC2=CC(=CC(=C2)C(F)(F)F)N3C=C(N=C3)C)NC4=NC=CC(=N4)C5=CN=CC=C5. Cell line: SR. Synergy scores: CSS=6.04, Synergy_ZIP=-3.31, Synergy_Bliss=-5.50, Synergy_Loewe=-10.4, Synergy_HSA=-5.13. (3) Drug 1: C#CCC(CC1=CN=C2C(=N1)C(=NC(=N2)N)N)C3=CC=C(C=C3)C(=O)NC(CCC(=O)O)C(=O)O. Drug 2: CN(C(=O)NC(C=O)C(C(C(CO)O)O)O)N=O. Cell line: BT-549. Synergy scores: CSS=-4.28, Synergy_ZIP=5.00, Synergy_Bliss=3.62, Synergy_Loewe=-0.0531, Synergy_HSA=-2.50. (4) Drug 1: C1CCN(CC1)CCOC2=CC=C(C=C2)C(=O)C3=C(SC4=C3C=CC(=C4)O)C5=CC=C(C=C5)O. Drug 2: C1C(C(OC1N2C=C(C(=O)NC2=O)F)CO)O. Cell line: MDA-MB-435. Synergy scores: CSS=-9.31, Synergy_ZIP=3.09, Synergy_Bliss=4.18, Synergy_Loewe=-13.3, Synergy_HSA=-6.78. (5) Drug 1: C1=CC(=CC=C1CCCC(=O)O)N(CCCl)CCCl. Drug 2: CC(C1=C(C=CC(=C1Cl)F)Cl)OC2=C(N=CC(=C2)C3=CN(N=C3)C4CCNCC4)N. Cell line: 786-0. Synergy scores: CSS=43.4, Synergy_ZIP=-2.97, Synergy_Bliss=-8.37, Synergy_Loewe=-6.00, Synergy_HSA=-7.98.